This data is from Catalyst prediction with 721,799 reactions and 888 catalyst types from USPTO. The task is: Predict which catalyst facilitates the given reaction. (1) Reactant: [CH3:1][C:2]([CH3:9])([CH:6]([CH3:8])[CH3:7])[CH2:3][CH2:4][OH:5].CC(OI1(OC(C)=O)(OC(C)=O)OC(=O)C2C=CC=CC1=2)=O.[O-]S([O-])=O.[Na+].[Na+]. Product: [CH3:1][C:2]([CH3:9])([CH:6]([CH3:8])[CH3:7])[CH2:3][CH:4]=[O:5]. The catalyst class is: 4. (2) Reactant: [F:1][C:2]1[CH:3]=[C:4]([C:10]([CH3:14])([CH3:13])[C:11]#[N:12])[CH:5]=[CH:6][C:7]=1[O:8]C.[Cl-].[Cl-].[Cl-].[Al+3].[Cl-].[Cl-].[Ca+2].Cl. Product: [F:1][C:2]1[CH:3]=[C:4]([C:10]([CH3:14])([CH3:13])[C:11]#[N:12])[CH:5]=[CH:6][C:7]=1[OH:8]. The catalyst class is: 93. (3) Reactant: Cl[C:2]1[N:7]=[N:6][C:5]([N:8]2[C:16]3[C:11](=[CH:12][C:13]([N+:17]([O-:19])=[O:18])=[CH:14][CH:15]=3)[CH2:10][CH2:9]2)=[CH:4][CH:3]=1.[NH:20]1[CH2:25][CH2:24][NH:23][CH2:22][CH2:21]1.CO. Product: [N+:17]([C:13]1[CH:12]=[C:11]2[C:16](=[CH:15][CH:14]=1)[N:8]([C:5]1[N:6]=[N:7][C:2]([N:20]3[CH2:25][CH2:24][NH:23][CH2:22][CH2:21]3)=[CH:3][CH:4]=1)[CH2:9][CH2:10]2)([O-:19])=[O:18]. The catalyst class is: 46.